From a dataset of NCI-60 drug combinations with 297,098 pairs across 59 cell lines. Regression. Given two drug SMILES strings and cell line genomic features, predict the synergy score measuring deviation from expected non-interaction effect. (1) Drug 1: COC1=CC(=CC(=C1O)OC)C2C3C(COC3=O)C(C4=CC5=C(C=C24)OCO5)OC6C(C(C7C(O6)COC(O7)C8=CC=CS8)O)O. Drug 2: CC(C)CN1C=NC2=C1C3=CC=CC=C3N=C2N. Cell line: UACC62. Synergy scores: CSS=32.5, Synergy_ZIP=-4.78, Synergy_Bliss=3.12, Synergy_Loewe=-9.44, Synergy_HSA=1.30. (2) Drug 1: C1=CN(C(=O)N=C1N)C2C(C(C(O2)CO)O)(F)F. Drug 2: CC1CC(C(C(C=C(C(C(C=CC=C(C(=O)NC2=CC(=O)C(=C(C1)C2=O)OC)C)OC)OC(=O)N)C)C)O)OC. Cell line: UACC62. Synergy scores: CSS=56.6, Synergy_ZIP=-2.39, Synergy_Bliss=-5.37, Synergy_Loewe=-5.22, Synergy_HSA=-0.639. (3) Drug 1: CC1C(C(=O)NC(C(=O)N2CCCC2C(=O)N(CC(=O)N(C(C(=O)O1)C(C)C)C)C)C(C)C)NC(=O)C3=C4C(=C(C=C3)C)OC5=C(C(=O)C(=C(C5=N4)C(=O)NC6C(OC(=O)C(N(C(=O)CN(C(=O)C7CCCN7C(=O)C(NC6=O)C(C)C)C)C)C(C)C)C)N)C. Drug 2: C1=CC=C(C=C1)NC(=O)CCCCCCC(=O)NO. Cell line: OVCAR-8. Synergy scores: CSS=37.8, Synergy_ZIP=-0.432, Synergy_Bliss=4.36, Synergy_Loewe=-2.87, Synergy_HSA=-1.55. (4) Drug 1: CC(C1=C(C=CC(=C1Cl)F)Cl)OC2=C(N=CC(=C2)C3=CN(N=C3)C4CCNCC4)N. Drug 2: CC1C(C(CC(O1)OC2CC(OC(C2O)C)OC3=CC4=CC5=C(C(=O)C(C(C5)C(C(=O)C(C(C)O)O)OC)OC6CC(C(C(O6)C)O)OC7CC(C(C(O7)C)O)OC8CC(C(C(O8)C)O)(C)O)C(=C4C(=C3C)O)O)O)O. Cell line: NCI-H226. Synergy scores: CSS=20.6, Synergy_ZIP=5.69, Synergy_Bliss=10.9, Synergy_Loewe=10.3, Synergy_HSA=10.1. (5) Drug 1: CC1C(C(CC(O1)OC2CC(CC3=C2C(=C4C(=C3O)C(=O)C5=C(C4=O)C(=CC=C5)OC)O)(C(=O)C)O)N)O.Cl. Drug 2: C1CN(CCN1C(=O)CCBr)C(=O)CCBr. Cell line: 786-0. Synergy scores: CSS=40.9, Synergy_ZIP=-1.82, Synergy_Bliss=2.40, Synergy_Loewe=-15.9, Synergy_HSA=2.62. (6) Synergy scores: CSS=3.42, Synergy_ZIP=-1.55, Synergy_Bliss=-1.94, Synergy_Loewe=-2.10, Synergy_HSA=-1.91. Cell line: ACHN. Drug 1: CC1=CC2C(CCC3(C2CCC3(C(=O)C)OC(=O)C)C)C4(C1=CC(=O)CC4)C. Drug 2: CC1=CC=C(C=C1)C2=CC(=NN2C3=CC=C(C=C3)S(=O)(=O)N)C(F)(F)F. (7) Drug 1: CCN(CC)CCNC(=O)C1=C(NC(=C1C)C=C2C3=C(C=CC(=C3)F)NC2=O)C. Drug 2: COC1=C2C(=CC3=C1OC=C3)C=CC(=O)O2. Cell line: COLO 205. Synergy scores: CSS=12.4, Synergy_ZIP=-5.53, Synergy_Bliss=-6.95, Synergy_Loewe=2.60, Synergy_HSA=-7.96. (8) Drug 1: CC1=C(C=C(C=C1)NC2=NC=CC(=N2)N(C)C3=CC4=NN(C(=C4C=C3)C)C)S(=O)(=O)N.Cl. Drug 2: C1=CC=C(C(=C1)C(C2=CC=C(C=C2)Cl)C(Cl)Cl)Cl. Cell line: HL-60(TB). Synergy scores: CSS=-13.5, Synergy_ZIP=22.6, Synergy_Bliss=16.0, Synergy_Loewe=-6.81, Synergy_HSA=-6.41. (9) Drug 1: CCCS(=O)(=O)NC1=C(C(=C(C=C1)F)C(=O)C2=CNC3=C2C=C(C=N3)C4=CC=C(C=C4)Cl)F. Drug 2: CCC1(CC2CC(C3=C(CCN(C2)C1)C4=CC=CC=C4N3)(C5=C(C=C6C(=C5)C78CCN9C7C(C=CC9)(C(C(C8N6C)(C(=O)OC)O)OC(=O)C)CC)OC)C(=O)OC)O.OS(=O)(=O)O. Cell line: SF-295. Synergy scores: CSS=32.2, Synergy_ZIP=6.68, Synergy_Bliss=5.00, Synergy_Loewe=-21.3, Synergy_HSA=5.53.